This data is from Full USPTO retrosynthesis dataset with 1.9M reactions from patents (1976-2016). The task is: Predict the reactants needed to synthesize the given product. (1) The reactants are: [Br:1][C:2]1[N:7]=[C:6]([C:8](=[O:11])[NH:9][CH3:10])[C:5]([NH:12][C:13]2[C:18]([C:19]([F:22])([F:21])[F:20])=[CH:17][N:16]=[C:15]([NH:23][C:24]3[CH:56]=[CH:55][C:27]([CH2:28][P:29](=[O:54])([O:33][CH2:34][C:35]4([CH2:39][N:40]5[CH:44]=[C:43]([B:45]6[O:49][C:48]([CH3:51])([CH3:50])[C:47]([CH3:53])([CH3:52])[O:46]6)[CH:42]=[N:41]5)COC4)[O:30][CH2:31][CH3:32])=[CH:26][C:25]=3[O:57][CH3:58])[N:14]=2)=[CH:4][CH:3]=1.Br[C:60]1N=C(C(=O)NC)C(NC2C(C(F)(F)F)=CN=C(NC3C=CC(CP(=O)(O)OC(C)C)=CC=3OC)N=2)=CC=1. Given the product [Br:1][C:2]1[N:7]=[C:6]([C:8](=[O:11])[NH:9][CH3:10])[C:5]([NH:12][C:13]2[C:18]([C:19]([F:21])([F:22])[F:20])=[CH:17][N:16]=[C:15]([NH:23][C:24]3[CH:56]=[CH:55][C:27]([CH2:28][P:29](=[O:54])([O:33][CH2:34][CH2:35][CH2:39][N:40]4[CH:44]=[C:43]([B:45]5[O:46][C:47]([CH3:53])([CH3:52])[C:48]([CH3:50])([CH3:51])[O:49]5)[CH:42]=[N:41]4)[O:30][CH:31]([CH3:32])[CH3:60])=[CH:26][C:25]=3[O:57][CH3:58])[N:14]=2)=[CH:4][CH:3]=1, predict the reactants needed to synthesize it. (2) Given the product [C:9]1([C:4]2[C:3]([C:2]([F:17])([F:16])[F:1])=[N:20][NH:19][C:6](=[O:7])[CH:5]=2)[CH:14]=[CH:13][CH:12]=[CH:11][CH:10]=1, predict the reactants needed to synthesize it. The reactants are: [F:1][C:2]([F:17])([F:16])[C:3](=O)[C:4]([C:9]1[CH:14]=[CH:13][CH:12]=[CH:11][CH:10]=1)=[CH:5][C:6](O)=[O:7].O.[NH2:19][NH2:20]. (3) Given the product [F:12][C:13]1[CH:18]=[CH:17][C:16]([C:19]2[N:2]=[C:3]3[C:8](=[N:9][CH:20]=2)[N:7]=[C:6]([SH:10])[N:5]=[C:4]3[OH:11])=[CH:15][CH:14]=1, predict the reactants needed to synthesize it. The reactants are: Cl.[NH2:2][C:3]1[C:4]([OH:11])=[N:5][C:6]([SH:10])=[N:7][C:8]=1[NH2:9].[F:12][C:13]1[CH:18]=[CH:17][C:16]([C:19](=NO)[CH:20]=O)=[CH:15][CH:14]=1. (4) Given the product [C:11]([C:7]1[CH:8]=[CH:9][CH:10]=[C:5]([S:2]([CH3:1])(=[O:3])=[O:4])[CH:6]=1)#[CH:12], predict the reactants needed to synthesize it. The reactants are: [CH3:1][S:2]([C:5]1[CH:6]=[C:7]([C:11]#[C:12][Si](C)(C)C)[CH:8]=[CH:9][CH:10]=1)(=[O:4])=[O:3].C(=O)([O-])[O-].[K+].[K+]. (5) Given the product [OH:16][C:15]1[C:14]2[C:9](=[CH:10][C:11]([NH:17][C:18]([NH:20][C:21]3[CH:26]=[CH:25][CH:24]=[CH:23][CH:22]=3)=[O:19])=[CH:12][CH:13]=2)[CH:8]=[N:7][C:6]=1[C:4]([NH:29][CH2:28][CH2:27][C:30]([OH:32])=[O:31])=[O:5], predict the reactants needed to synthesize it. The reactants are: C(O[C:4]([C:6]1[N:7]=[CH:8][C:9]2[C:14]([C:15]=1[OH:16])=[CH:13][CH:12]=[C:11]([NH:17][C:18]([NH:20][C:21]1[CH:26]=[CH:25][CH:24]=[CH:23][CH:22]=1)=[O:19])[CH:10]=2)=[O:5])C.[CH2:27]([C:30]([OH:32])=[O:31])[CH2:28][NH2:29].C[O-].[Na+].CO. (6) Given the product [F:1][C:2]1[CH:3]=[CH:4][C:5]2[N:9]=[C:10]([C:11]([O:13][CH2:14][CH3:15])=[O:12])[S:8][C:6]=2[CH:7]=1, predict the reactants needed to synthesize it. The reactants are: [F:1][C:2]1[CH:3]=[CH:4][C:5]([NH2:9])=[C:6]([SH:8])[CH:7]=1.[C:10](OCC)(=O)[C:11]([O:13][CH2:14][CH3:15])=[O:12].O.Cl.